Task: Regression. Given two drug SMILES strings and cell line genomic features, predict the synergy score measuring deviation from expected non-interaction effect.. Dataset: NCI-60 drug combinations with 297,098 pairs across 59 cell lines (1) Drug 1: COC1=NC(=NC2=C1N=CN2C3C(C(C(O3)CO)O)O)N. Drug 2: C1CN(CCN1C(=O)CCBr)C(=O)CCBr. Cell line: SK-MEL-2. Synergy scores: CSS=18.8, Synergy_ZIP=-0.0723, Synergy_Bliss=17.3, Synergy_Loewe=9.39, Synergy_HSA=9.12. (2) Drug 1: CC1=C(C=C(C=C1)NC(=O)C2=CC=C(C=C2)CN3CCN(CC3)C)NC4=NC=CC(=N4)C5=CN=CC=C5. Drug 2: C#CCC(CC1=CN=C2C(=N1)C(=NC(=N2)N)N)C3=CC=C(C=C3)C(=O)NC(CCC(=O)O)C(=O)O. Synergy scores: CSS=-1.96, Synergy_ZIP=2.89, Synergy_Bliss=5.73, Synergy_Loewe=-1.61, Synergy_HSA=-1.17. Cell line: T-47D. (3) Drug 1: COC1=C(C=C2C(=C1)N=CN=C2NC3=CC(=C(C=C3)F)Cl)OCCCN4CCOCC4. Drug 2: C1=CC(=CC=C1CCC2=CNC3=C2C(=O)NC(=N3)N)C(=O)NC(CCC(=O)O)C(=O)O. Cell line: SK-MEL-5. Synergy scores: CSS=36.0, Synergy_ZIP=-1.32, Synergy_Bliss=1.68, Synergy_Loewe=3.22, Synergy_HSA=3.62. (4) Drug 1: C1=CC=C(C(=C1)C(C2=CC=C(C=C2)Cl)C(Cl)Cl)Cl. Drug 2: CN(C(=O)NC(C=O)C(C(C(CO)O)O)O)N=O. Cell line: ACHN. Synergy scores: CSS=-2.43, Synergy_ZIP=0.715, Synergy_Bliss=-1.32, Synergy_Loewe=-1.34, Synergy_HSA=-3.80. (5) Drug 1: CN(CC1=CN=C2C(=N1)C(=NC(=N2)N)N)C3=CC=C(C=C3)C(=O)NC(CCC(=O)O)C(=O)O. Drug 2: N.N.Cl[Pt+2]Cl. Cell line: SR. Synergy scores: CSS=48.2, Synergy_ZIP=-6.68, Synergy_Bliss=-9.06, Synergy_Loewe=-6.94, Synergy_HSA=-4.29.